This data is from Forward reaction prediction with 1.9M reactions from USPTO patents (1976-2016). The task is: Predict the product of the given reaction. Given the reactants [CH3:1][O:2][C:3]1[CH:22]=[CH:21][C:6]2[NH:7][C:8]([S:10][CH2:11][C:12]3[C:17]([CH3:18])=[C:16](Cl)[C:15]([CH3:20])=[CH:14][N:13]=3)=[N:9][C:5]=2[CH:4]=1.[CH3:23][OH:24].C[O-].[Na+].Cl, predict the reaction product. The product is: [CH3:1][O:2][C:3]1[CH:22]=[CH:21][C:6]2[NH:7][C:8]([S:10][CH2:11][C:12]3[C:17]([CH3:18])=[C:16]([O:24][CH3:23])[C:15]([CH3:20])=[CH:14][N:13]=3)=[N:9][C:5]=2[CH:4]=1.